This data is from Peptide-MHC class I binding affinity with 185,985 pairs from IEDB/IMGT. The task is: Regression. Given a peptide amino acid sequence and an MHC pseudo amino acid sequence, predict their binding affinity value. This is MHC class I binding data. (1) The peptide sequence is LANETTQAL. The MHC is HLA-C03:03 with pseudo-sequence HLA-C03:03. The binding affinity (normalized) is 1.00. (2) The peptide sequence is TSVPKCWLV. The MHC is HLA-A02:06 with pseudo-sequence HLA-A02:06. The binding affinity (normalized) is 0.269. (3) The peptide sequence is FARQNNGAF. The MHC is HLA-B15:42 with pseudo-sequence HLA-B15:42. The binding affinity (normalized) is 0.213. (4) The peptide sequence is ITYSLMSL. The MHC is H-2-Kb with pseudo-sequence H-2-Kb. The binding affinity (normalized) is 0.842. (5) The binding affinity (normalized) is 0.378. The MHC is HLA-B40:01 with pseudo-sequence HLA-B40:01. The peptide sequence is IDFYLCFLAF. (6) The MHC is Mamu-B03 with pseudo-sequence Mamu-B03. The peptide sequence is AYIDNYNKV. The binding affinity (normalized) is 0.